From a dataset of Reaction yield outcomes from USPTO patents with 853,638 reactions. Predict the reaction yield, written as a fraction of the theoretical maximum amount of product (1.0 means a 100% yield; for example, 0.34 means a 34% yield). (1) The product is [Cl:1][C:2]1[S:6][C:5]([S:7]([NH:10][C:11]2[CH:19]=[CH:18][C:14]([C:15]([O:17][CH2:30][CH2:31][CH2:32][OH:33])=[O:16])=[C:13]([OH:20])[CH:12]=2)(=[O:9])=[O:8])=[CH:4][C:3]=1[C:21]1[CH:26]=[CH:25][CH:24]=[C:23]([O:27][CH3:28])[C:22]=1[F:29]. No catalyst specified. The yield is 0.420. The reactants are [Cl:1][C:2]1[S:6][C:5]([S:7]([NH:10][C:11]2[CH:19]=[CH:18][C:14]([C:15]([OH:17])=[O:16])=[C:13]([OH:20])[CH:12]=2)(=[O:9])=[O:8])=[CH:4][C:3]=1[C:21]1[CH:26]=[CH:25][CH:24]=[C:23]([O:27][CH3:28])[C:22]=1[F:29].[CH2:30](O)[CH2:31][CH2:32][OH:33]. (2) The reactants are [CH3:1][C:2]1[C:7]([CH2:8][C:9]2[CH:14]=[CH:13][CH:12]=[CH:11][CH:10]=2)=[C:6]([CH3:15])[NH:5][C:4](=[O:16])[CH:3]=1.[Br:17]Br.N#N. The catalyst is C(O)(=O)C. The product is [CH3:1][C:2]1[C:7]([CH2:8][C:9]2[CH:14]=[CH:13][CH:12]=[CH:11][CH:10]=2)=[C:6]([CH3:15])[NH:5][C:4](=[O:16])[C:3]=1[Br:17]. The yield is 1.00. (3) The reactants are [H-].[Na+].[Cl:3][C:4]1[CH:5]=[C:6]2[C:10](=[CH:11][CH:12]=1)[NH:9][CH:8]=[CH:7]2.Cl[C:14]1[C:23]2[C:18](=[CH:19][CH:20]=[CH:21][CH:22]=2)[N:17]=[C:16]([C:24]2[CH:29]=[CH:28][CH:27]=[CH:26][CH:25]=2)[CH:15]=1. The catalyst is CN(C)C=O. The yield is 0.660. The product is [Cl:3][C:4]1[CH:5]=[C:6]2[C:10](=[CH:11][CH:12]=1)[N:9]([C:14]1[C:23]3[C:18](=[CH:19][CH:20]=[CH:21][CH:22]=3)[N:17]=[C:16]([C:24]3[CH:29]=[CH:28][CH:27]=[CH:26][CH:25]=3)[CH:15]=1)[CH:8]=[CH:7]2. (4) The reactants are [OH:1][CH2:2][CH:3]([NH:5][C:6](=[O:14])[C:7]1[CH:12]=[CH:11][CH:10]=[C:9](I)[CH:8]=1)[CH3:4].[C:15]([OH:22])(=[O:21])[CH2:16][CH2:17][CH2:18][C:19]#[CH:20]. No catalyst specified. The product is [OH:1][CH2:2][CH:3]([NH:5][C:6]([C:7]1[CH:8]=[C:9]([C:20]#[C:19][CH2:18][CH2:17][CH2:16][C:15]([OH:22])=[O:21])[CH:10]=[CH:11][CH:12]=1)=[O:14])[CH3:4]. The yield is 0.990. (5) The reactants are [CH3:1][N:2]1[CH2:7][CH2:6][C:5]2([C:15]3[C:10](=[CH:11][CH:12]=[CH:13][CH:14]=3)[NH:9][C:8]2=[O:16])[CH2:4][CH2:3]1.C1C(=O)N([Br:24])C(=O)C1. The catalyst is CC#N.CO.C(OCC)(=O)C. The product is [Br:24][C:13]1[CH:14]=[C:15]2[C:5]3([CH2:6][CH2:7][N:2]([CH3:1])[CH2:3][CH2:4]3)[C:8](=[O:16])[NH:9][C:10]2=[CH:11][CH:12]=1. The yield is 0.470. (6) The reactants are [Cl:1][C:2]1[CH:3]=[C:4]([CH:9]([C:25]2([OH:31])[CH2:30][CH2:29][CH2:28][CH2:27][CH2:26]2)[CH2:10][N:11]2[CH2:16][CH2:15][CH:14]([NH:17]C(=O)OC(C)(C)C)[CH2:13][CH2:12]2)[CH:5]=[CH:6][C:7]=1[Cl:8].[ClH:32]. The catalyst is C(OCC)C.O1CCOCC1. The product is [ClH:1].[ClH:32].[NH2:17][CH:14]1[CH2:15][CH2:16][N:11]([CH2:10][CH:9]([C:25]2([OH:31])[CH2:30][CH2:29][CH2:28][CH2:27][CH2:26]2)[C:4]2[CH:5]=[CH:6][C:7]([Cl:8])=[C:2]([Cl:1])[CH:3]=2)[CH2:12][CH2:13]1. The yield is 0.820.